Dataset: NCI-60 drug combinations with 297,098 pairs across 59 cell lines. Task: Regression. Given two drug SMILES strings and cell line genomic features, predict the synergy score measuring deviation from expected non-interaction effect. (1) Drug 1: CC1=C(C=C(C=C1)NC(=O)C2=CC=C(C=C2)CN3CCN(CC3)C)NC4=NC=CC(=N4)C5=CN=CC=C5. Drug 2: CC1=C(C(=O)C2=C(C1=O)N3CC4C(C3(C2COC(=O)N)OC)N4)N. Cell line: BT-549. Synergy scores: CSS=10.5, Synergy_ZIP=-7.97, Synergy_Bliss=-4.85, Synergy_Loewe=-23.8, Synergy_HSA=-7.74. (2) Drug 1: CN(C(=O)NC(C=O)C(C(C(CO)O)O)O)N=O. Drug 2: COCCOC1=C(C=C2C(=C1)C(=NC=N2)NC3=CC=CC(=C3)C#C)OCCOC.Cl. Cell line: A498. Synergy scores: CSS=-10.3, Synergy_ZIP=17.7, Synergy_Bliss=13.4, Synergy_Loewe=-26.2, Synergy_HSA=-17.1. (3) Drug 2: CCN(CC)CCCC(C)NC1=C2C=C(C=CC2=NC3=C1C=CC(=C3)Cl)OC. Synergy scores: CSS=47.4, Synergy_ZIP=-5.14, Synergy_Bliss=-4.39, Synergy_Loewe=-19.3, Synergy_HSA=-1.63. Drug 1: CC1=C2C(C(=O)C3(C(CC4C(C3C(C(C2(C)C)(CC1OC(=O)C(C(C5=CC=CC=C5)NC(=O)OC(C)(C)C)O)O)OC(=O)C6=CC=CC=C6)(CO4)OC(=O)C)OC)C)OC. Cell line: DU-145.